Dataset: Full USPTO retrosynthesis dataset with 1.9M reactions from patents (1976-2016). Task: Predict the reactants needed to synthesize the given product. (1) The reactants are: Cl[Al](Cl)Cl.[Cl:5][C:6]1[CH:14]=[CH:13][C:9]([C:10](Cl)=[O:11])=[CH:8][CH:7]=1.[Br:15][C:16]1[C:17]2[CH:18]=[C:19]3[CH:28]([CH2:29][C:30]([O:32][CH3:33])=[O:31])[CH2:27][CH2:26][N:20]3[C:21]=2[CH:22]=[C:23]([F:25])[CH:24]=1. Given the product [Br:15][C:16]1[C:17]2[C:18]([C:10](=[O:11])[C:9]3[CH:13]=[CH:14][C:6]([Cl:5])=[CH:7][CH:8]=3)=[C:19]3[CH:28]([CH2:29][C:30]([O:32][CH3:33])=[O:31])[CH2:27][CH2:26][N:20]3[C:21]=2[CH:22]=[C:23]([F:25])[CH:24]=1, predict the reactants needed to synthesize it. (2) Given the product [CH3:1][O:2][N:3]1[C:11]2[C:6](=[C:7]([O:15][CH3:16])[CH:8]=[C:9]([C:12]([N:31]3[CH2:32][CH2:33][C:28]4([CH2:27][C:26](=[O:38])[C:25]5[C:35](=[CH:36][CH:37]=[C:23]([C:22]6[NH:21][N:20]=[N:19][N:18]=6)[CH:24]=5)[O:34]4)[CH2:29][CH2:30]3)=[O:14])[CH:10]=2)[CH:5]=[CH:4]1, predict the reactants needed to synthesize it. The reactants are: [CH3:1][O:2][N:3]1[C:11]2[C:6](=[C:7]([O:15][CH3:16])[CH:8]=[C:9]([C:12]([OH:14])=O)[CH:10]=2)[CH:5]=[CH:4]1.Cl.[NH:18]1[C:22]([C:23]2[CH:24]=[C:25]3[C:35](=[CH:36][CH:37]=2)[O:34][C:28]2([CH2:33][CH2:32][NH:31][CH2:30][CH2:29]2)[CH2:27][C:26]3=[O:38])=[N:21][N:20]=[N:19]1.CCN=C=NCCCN(C)C.C1C=CC2N(O)N=NC=2C=1.